Dataset: Full USPTO retrosynthesis dataset with 1.9M reactions from patents (1976-2016). Task: Predict the reactants needed to synthesize the given product. (1) Given the product [Br:23][C:24]1[CH:29]=[CH:28][C:27]([O:22][C:19]2[CH:20]=[CH:21][C:16]([C:15]3[C:10]([NH2:9])=[N:11][CH:12]=[CH:13][CH:14]=3)=[CH:17][CH:18]=2)=[CH:26][C:25]=1[C:31]([F:32])([F:33])[F:34], predict the reactants needed to synthesize it. The reactants are: P([O-])([O-])([O-])=O.[K+].[K+].[K+].[NH2:9][C:10]1[C:15]([C:16]2[CH:21]=[CH:20][C:19]([OH:22])=[CH:18][CH:17]=2)=[CH:14][CH:13]=[CH:12][N:11]=1.[Br:23][C:24]1[CH:29]=[CH:28][C:27](F)=[CH:26][C:25]=1[C:31]([F:34])([F:33])[F:32].O. (2) Given the product [CH3:5][C:6]12[C:18]3[C:14](=[CH:13][C:12]([C:19]([OH:23])=[O:21])=[CH:11][C:10]=3[CH2:9][CH2:8][CH2:7]1)[CH2:15][CH2:16][CH2:17]2, predict the reactants needed to synthesize it. The reactants are: [OH-].[Na+].BrBr.[CH3:5][C:6]12[C:18]3[C:10](=[CH:11][C:12]([C:19](=[O:21])C)=[CH:13][C:14]=3[CH2:15][CH2:16][CH2:17]1)[CH2:9][CH2:8][CH2:7]2.S([O-])([O-])=[O:23].[Na+].[Na+].Cl. (3) Given the product [O:8]=[C:3]1[CH2:4][CH2:5][C:6](=[O:7])[N:2]1[O:1][C:35](=[O:36])[CH2:34][CH2:33][CH2:32][O:31][CH2:30][CH2:29][O:28][CH2:27][CH2:26][O:25][CH2:24][CH2:23][O:22][CH3:21], predict the reactants needed to synthesize it. The reactants are: [OH:1][N:2]1[C:6](=[O:7])[CH2:5][CH2:4][C:3]1=[O:8].CCN=C=NCCCN(C)C.Cl.[CH3:21][O:22][CH2:23][CH2:24][O:25][CH2:26][CH2:27][O:28][CH2:29][CH2:30][O:31][CH2:32][CH2:33][CH2:34][C:35](O)=[O:36]. (4) Given the product [O:33]1[CH:37]=[CH:36][C:35]([C:2]2[CH:3]=[C:4]([CH:30]=[CH:31][CH:32]=2)[C:5]([NH:7][C:8]2[CH:13]=[CH:12][C:11]([O:14][C:15]3[C:20]([C:21]4[CH:26]=[CH:25][N:24]=[C:23]([NH:27][CH3:28])[N:22]=4)=[CH:19][CH:18]=[CH:17][N:16]=3)=[C:10]([CH3:29])[CH:9]=2)=[O:6])=[CH:34]1, predict the reactants needed to synthesize it. The reactants are: I[C:2]1[CH:3]=[C:4]([CH:30]=[CH:31][CH:32]=1)[C:5]([NH:7][C:8]1[CH:13]=[CH:12][C:11]([O:14][C:15]2[C:20]([C:21]3[CH:26]=[CH:25][N:24]=[C:23]([NH:27][CH3:28])[N:22]=3)=[CH:19][CH:18]=[CH:17][N:16]=2)=[C:10]([CH3:29])[CH:9]=1)=[O:6].[O:33]1[CH:37]=[CH:36][C:35](B(O)O)=[CH:34]1.C(=O)([O-])[O-].[Na+].[Na+].O1CCOCC1. (5) Given the product [NH2:12][C:8]1[N:9]=[C:10]([CH3:11])[C:5]([CH2:4][CH2:3][CH2:2][NH:1][CH2:19][C:21]2[CH:22]=[C:23]([CH:30]=[CH:31][CH:32]=2)[O:24][CH2:25][C:26]([O:28][CH3:29])=[O:27])=[C:6]([NH:13][CH2:14][CH2:15][CH2:16][CH2:17][CH3:18])[N:7]=1, predict the reactants needed to synthesize it. The reactants are: [NH2:1][CH2:2][CH2:3][CH2:4][C:5]1[C:6]([NH:13][CH2:14][CH2:15][CH2:16][CH2:17][CH3:18])=[N:7][C:8]([NH2:12])=[N:9][C:10]=1[CH3:11].[CH:19]([C:21]1[CH:22]=[C:23]([CH:30]=[CH:31][CH:32]=1)[O:24][CH2:25][C:26]([O:28][CH3:29])=[O:27])=O. (6) The reactants are: C(OC(=O)[NH:7][C:8]([C:11](=[O:16])[N:12]([O:14][CH3:15])[CH3:13])([CH3:10])[CH3:9])(C)(C)C.C(O)(C(F)(F)F)=O. Given the product [NH2:7][C:8]([CH3:10])([CH3:9])[C:11]([N:12]([O:14][CH3:15])[CH3:13])=[O:16], predict the reactants needed to synthesize it. (7) Given the product [Cl:1][C:2]1[CH:7]=[CH:6][C:5]([N:8]2[C:12]([CH3:13])=[C:11]([CH3:14])[N:10]=[C:9]2[CH:15]([OH:16])[CH2:34][CH:30]2[O:31][CH2:32][CH2:33][O:29]2)=[C:4]([C:17]([C:18]2[CH:23]=[CH:22][CH:21]=[C:20]([O:24][CH3:25])[C:19]=2[O:26][CH3:27])=[O:28])[CH:3]=1, predict the reactants needed to synthesize it. The reactants are: [Cl:1][C:2]1[CH:7]=[CH:6][C:5]([N:8]2[C:12]([CH3:13])=[C:11]([CH3:14])[N:10]=[C:9]2[CH:15]=[O:16])=[C:4]([C:17](=[O:28])[C:18]2[CH:23]=[CH:22][CH:21]=[C:20]([O:24][CH3:25])[C:19]=2[O:26][CH3:27])[CH:3]=1.[O:29]1[CH2:33][CH2:32][O:31][CH:30]1[CH2:34][Mg]Br.O.C(OCC)(=O)C. (8) The reactants are: [NH2:1][CH:2]1[NH:7][C:6](=O)[CH:5]=[C:4]([NH2:9])[NH:3]1.Cl[CH2:11][CH:12]=O.P(Cl)(Cl)([Cl:16])=O.[CH2:19](Br)[C:20]1[CH:25]=[CH:24][CH:23]=[CH:22][CH:21]=1. Given the product [CH2:19]([N:9]1[C:4]2[N:3]=[C:2]([NH2:1])[N:7]=[C:6]([Cl:16])[C:5]=2[CH:12]=[CH:11]1)[C:20]1[CH:25]=[CH:24][CH:23]=[CH:22][CH:21]=1, predict the reactants needed to synthesize it. (9) Given the product [CH3:13][O:6][C:5]1[C:4](=[O:9])[CH2:3][C:2]([CH3:10])([CH3:1])[CH2:8][CH:7]=1, predict the reactants needed to synthesize it. The reactants are: [CH3:1][C:2]1([CH3:10])[CH2:8][CH:7]2[CH:5]([O:6]2)[C:4](=[O:9])[CH2:3]1.[OH-].[K+].[CH3:13]O.